This data is from Reaction yield outcomes from USPTO patents with 853,638 reactions. The task is: Predict the reaction yield, written as a fraction of the theoretical maximum amount of product (1.0 means a 100% yield; for example, 0.34 means a 34% yield). (1) The reactants are [NH2:1][C:2]1[CH:7]=[C:6]([Cl:8])[CH:5]=[CH:4][C:3]=1[SH:9].Br[CH2:11][C:12]1[CH:17]=[CH:16][C:15]([N+:18]([O-:20])=[O:19])=[CH:14][CH:13]=1.C([O-])([O-])=O.[K+].[K+]. The catalyst is CN(C=O)C. The product is [Cl:8][C:6]1[CH:5]=[CH:4][C:3]([S:9][CH2:11][C:12]2[CH:17]=[CH:16][C:15]([N+:18]([O-:20])=[O:19])=[CH:14][CH:13]=2)=[C:2]([CH:7]=1)[NH2:1]. The yield is 0.920. (2) The reactants are [H-].[Na+].[CH2:3]([N:10]([CH2:29][C:30]1[CH:35]=[CH:34][CH:33]=[CH:32][CH:31]=1)[CH:11]1[CH2:15][CH:14]([CH3:16])[CH:13]([C:17]2[N:21]3[C:22]4[CH:28]=[CH:27][NH:26][C:23]=4[N:24]=[CH:25][C:20]3=[N:19][CH:18]=2)[CH2:12]1)[C:4]1[CH:9]=[CH:8][CH:7]=[CH:6][CH:5]=1.[CH3:36][Si:37]([CH2:40][CH2:41][O:42][CH2:43]Cl)([CH3:39])[CH3:38]. The catalyst is CN(C=O)C. The product is [CH2:29]([N:10]([CH2:3][C:4]1[CH:9]=[CH:8][CH:7]=[CH:6][CH:5]=1)[CH:11]1[CH2:12][CH:13]([C:17]2[N:21]3[C:22]4[CH:28]=[CH:27][N:26]([CH2:43][O:42][CH2:41][CH2:40][Si:37]([CH3:39])([CH3:38])[CH3:36])[C:23]=4[N:24]=[CH:25][C:20]3=[N:19][CH:18]=2)[CH:14]([CH3:16])[CH2:15]1)[C:30]1[CH:35]=[CH:34][CH:33]=[CH:32][CH:31]=1. The yield is 0.600. (3) The reactants are [CH3:1][O:2][C:3]1[CH:4]=[C:5]([C:13]2[CH:18]=[CH:17][C:16]([NH:19][CH2:20][CH2:21][O:22][CH2:23][CH2:24][NH:25][C:26]3[CH:27]=[CH:28][C:29]([C:32]4[CH:37]=[C:36]([O:38][CH3:39])[C:35]([O:40][CH3:41])=[C:34]([O:42][CH3:43])[CH:33]=4)=[N:30][CH:31]=3)=[CH:15][N:14]=2)[CH:6]=[C:7]([O:11][CH3:12])[C:8]=1[O:9][CH3:10].[CH3:44][S:45]([OH:48])(=[O:47])=[O:46]. The catalyst is C(O)C. The product is [CH3:44][S:45]([OH:48])(=[O:47])=[O:46].[CH3:44][S:45]([OH:48])(=[O:47])=[O:46].[CH3:39][O:38][C:36]1[CH:37]=[C:32]([C:29]2[CH:28]=[CH:27][C:26]([NH:25][CH2:24][CH2:23][O:22][CH2:21][CH2:20][NH:19][C:16]3[CH:17]=[CH:18][C:13]([C:5]4[CH:6]=[C:7]([O:11][CH3:12])[C:8]([O:9][CH3:10])=[C:3]([O:2][CH3:1])[CH:4]=4)=[N:14][CH:15]=3)=[CH:31][N:30]=2)[CH:33]=[C:34]([O:42][CH3:43])[C:35]=1[O:40][CH3:41]. The yield is 0.710. (4) The product is [CH3:40][C:41]([CH3:62])([CH3:61])[C@H:42]([N:46]1[CH2:50][C:49](=[O:51])[N:48]([CH2:52][C:53]2[CH:58]=[CH:57][CH:56]=[C:55]([CH3:59])[N:54]=2)[C:47]1=[O:60])[C:43]([NH:1][C@@H:2]([CH2:33][C:34]1[CH:35]=[CH:36][CH:37]=[CH:38][CH:39]=1)[CH2:3][C@H:4]([OH:32])[C@@H:5]([NH:19][C:20]([C@@H:22]([NH:27][C:28](=[O:31])[O:29][CH3:30])[C:23]([CH3:25])([CH3:26])[CH3:24])=[O:21])[CH2:6][C:7]1[CH:12]=[CH:11][C:10]([C:13]2[CH:18]=[CH:17][CH:16]=[CH:15][N:14]=2)=[CH:9][CH:8]=1)=[O:44]. The reactants are [NH2:1][C@@H:2]([CH2:33][C:34]1[CH:39]=[CH:38][CH:37]=[CH:36][CH:35]=1)[CH2:3][C@H:4]([OH:32])[C@@H:5]([NH:19][C:20]([C@@H:22]([NH:27][C:28](=[O:31])[O:29][CH3:30])[C:23]([CH3:26])([CH3:25])[CH3:24])=[O:21])[CH2:6][C:7]1[CH:12]=[CH:11][C:10]([C:13]2[CH:18]=[CH:17][CH:16]=[CH:15][N:14]=2)=[CH:9][CH:8]=1.[CH3:40][C:41]([CH3:62])([CH3:61])[C@H:42]([N:46]1[CH2:50][C:49](=[O:51])[N:48]([CH2:52][C:53]2[CH:58]=[CH:57][CH:56]=[C:55]([CH3:59])[N:54]=2)[C:47]1=[O:60])[C:43](O)=[O:44].CCOP(ON1N=NC2C=CC=CC=2C1=O)(OCC)=O.C(N(CC)C(C)C)(C)C. The catalyst is C1COCC1. The yield is 0.670. (5) The reactants are [CH2:1]([C:4]1[C:9]([C:10]([O:12][CH2:13][CH:14]=[CH2:15])=[O:11])=[C:8]([OH:16])[CH:7]=[CH:6][CH:5]=1)[CH:2]=[CH2:3].[C:17]([O-])([O-])=O.[K+].[K+]. The catalyst is CC(C)=O. The product is [CH2:1]([C:4]1[C:9]([C:10]([O:12][CH2:13][CH:14]=[CH2:15])=[O:11])=[C:8]([O:16][CH3:17])[CH:7]=[CH:6][CH:5]=1)[CH:2]=[CH2:3]. The yield is 0.980.